This data is from Catalyst prediction with 721,799 reactions and 888 catalyst types from USPTO. The task is: Predict which catalyst facilitates the given reaction. (1) Reactant: COC[O:4][C:5]1[CH:10]=[CH:9][C:8]([CH2:11][CH2:12][CH:13]2[CH2:20][CH2:19][CH2:18][C:17](=[O:21])[CH:16]=[CH:15][CH2:14]2)=[CH:7][CH:6]=1.C(=O)([O-])[O-].[Na+].[Na+]. Product: [OH:4][C:5]1[CH:6]=[CH:7][C:8]([CH2:11][CH2:12][CH:13]2[CH2:20][CH2:19][CH2:18][C:17](=[O:21])[CH:16]=[CH:15][CH2:14]2)=[CH:9][CH:10]=1. The catalyst class is: 55. (2) Reactant: [CH3:1]CN(CC)CC.C=O.[BH3-]C#N.[Na+].Cl.[CH2:15]([O:17][C:18]([C:20]1[N:21]=[C:22]2[CH2:27][NH:26][CH2:25][CH2:24][N:23]2[CH:28]=1)=[O:19])[CH3:16]. Product: [CH2:15]([O:17][C:18]([C:20]1[N:21]=[C:22]2[CH2:27][N:26]([CH3:1])[CH2:25][CH2:24][N:23]2[CH:28]=1)=[O:19])[CH3:16]. The catalyst class is: 61. (3) Reactant: [NH2:1][OH:2].O.C(N(CC)CC)C.Cl[C:12]([O:14][C:15]1[CH:20]=[CH:19][CH:18]=[CH:17][CH:16]=1)=[O:13]. Product: [O:14]([C:12]([NH:1][OH:2])=[O:13])[C:15]1[CH:20]=[CH:19][CH:18]=[CH:17][CH:16]=1. The catalyst class is: 13. (4) Reactant: [C:1]([Si:5]([CH3:50])([CH3:49])[O:6][C:7]1[CH:8]=[CH:9][C:10]([C:14]2[CH2:15][O:16][C:17]3[C:22]([C:23]=2[C:24]([OH:40])([C:26]2[CH:31]=[CH:30][C:29]([O:32][CH2:33][CH2:34][N:35]4[CH2:39][CH2:38][CH2:37][CH2:36]4)=[CH:28][CH:27]=2)[CH3:25])=[CH:21][CH:20]=[C:19]([O:41][Si:42]([C:45]([CH3:48])([CH3:47])[CH3:46])([CH3:44])[CH3:43])[CH:18]=3)=[C:11](O)[CH:12]=1)([CH3:4])([CH3:3])[CH3:2].Cl. Product: [C:45]([Si:42]([CH3:44])([CH3:43])[O:41][C:19]1[CH:20]=[CH:21][C:22]2[C:23]3[C:24]([C:26]4[CH:27]=[CH:28][C:29]([O:32][CH2:33][CH2:34][N:35]5[CH2:36][CH2:37][CH2:38][CH2:39]5)=[CH:30][CH:31]=4)([CH3:25])[O:40][C:9]4[CH:8]=[C:7]([O:6][Si:5]([C:1]([CH3:4])([CH3:2])[CH3:3])([CH3:49])[CH3:50])[CH:12]=[CH:11][C:10]=4[C:14]=3[CH2:15][O:16][C:17]=2[CH:18]=1)([CH3:46])([CH3:48])[CH3:47]. The catalyst class is: 727.